Dataset: Catalyst prediction with 721,799 reactions and 888 catalyst types from USPTO. Task: Predict which catalyst facilitates the given reaction. Reactant: C(NCC(C)C)C(C)C.[CH3:10][C:11]([CH3:17])([CH3:16])[CH2:12][CH2:13][CH:14]=[O:15].Br[CH2:19][C:20]([O:22][CH3:23])=[O:21].O. Product: [CH3:23][O:22][C:20](=[O:21])[CH2:19][CH:13]([CH:14]=[O:15])[CH2:12][C:11]([CH3:17])([CH3:16])[CH3:10]. The catalyst class is: 11.